Dataset: Full USPTO retrosynthesis dataset with 1.9M reactions from patents (1976-2016). Task: Predict the reactants needed to synthesize the given product. (1) The reactants are: C(OC(=O)[NH:7][C@@H:8]([CH2:26][C:27]1[CH:32]=[CH:31][C:30]([N+:33]([O-:35])=[O:34])=[C:29]([O:36][CH2:37][CH2:38][CH3:39])[CH:28]=1)[C@H:9]([OH:25])[CH2:10][NH:11][C:12]1([C:15]2[CH:20]=[CH:19][CH:18]=[C:17]([C:21]([CH3:24])([CH3:23])[CH3:22])[CH:16]=2)[CH2:14][CH2:13]1)(C)(C)C.Cl. Given the product [NH2:7][C@@H:8]([CH2:26][C:27]1[CH:32]=[CH:31][C:30]([N+:33]([O-:35])=[O:34])=[C:29]([O:36][CH2:37][CH2:38][CH3:39])[CH:28]=1)[C@H:9]([OH:25])[CH2:10][NH:11][C:12]1([C:15]2[CH:20]=[CH:19][CH:18]=[C:17]([C:21]([CH3:22])([CH3:23])[CH3:24])[CH:16]=2)[CH2:13][CH2:14]1, predict the reactants needed to synthesize it. (2) Given the product [CH3:36][O:35][C:22]1[CH:21]=[C:20]([NH:19][C:2]2[N:7]=[C:6]([NH:8][C:9]3[CH:10]=[N:11][C:12]4[C:17]([CH:18]=3)=[CH:16][CH:15]=[CH:14][CH:13]=4)[CH:5]=[CH:4][N:3]=2)[CH:25]=[CH:24][C:23]=1[CH2:26][C:27](=[O:38])[CH2:28][N:30]1[CH2:34][CH2:33][CH2:32][CH2:31]1, predict the reactants needed to synthesize it. The reactants are: Cl[C:2]1[N:7]=[C:6]([NH:8][C:9]2[CH:10]=[N:11][C:12]3[C:17]([CH:18]=2)=[CH:16][CH:15]=[CH:14][CH:13]=3)[CH:5]=[CH:4][N:3]=1.[NH2:19][C:20]1[CH:25]=[CH:24][C:23]([CH2:26][CH2:27][C:28]([N:30]2[CH2:34][CH2:33][CH2:32][CH2:31]2)=O)=[C:22]([O:35][CH3:36])[CH:21]=1.C(O)(C(F)(F)F)=[O:38].CCN(CC)CC. (3) The reactants are: [Br:1][C:2]1[CH:3]=[CH:4][C:5]2[O:16][C:8]3([CH2:13][CH2:12][CH:11]([O:14][CH3:15])[CH2:10][CH2:9]3)[C:7](=[N:17]S(C(C)(C)C)=O)[C:6]=2[CH:24]=1.Cl.CCOCC. Given the product [Br:1][C:2]1[CH:3]=[CH:4][C:5]2[O:16][C:8]3([CH2:9][CH2:10][CH:11]([O:14][CH3:15])[CH2:12][CH2:13]3)[C:7](=[NH:17])[C:6]=2[CH:24]=1, predict the reactants needed to synthesize it. (4) Given the product [N:1]1[CH:6]=[CH:5][CH:4]=[CH:3][C:2]=1[C:7]#[C:8][CH2:9][CH2:10][N:13]1[N:14]=[CH:15][C:16]2[C:21](=[CH:20][CH:19]=[CH:18][CH:17]=2)[C:12]1=[O:22], predict the reactants needed to synthesize it. The reactants are: [N:1]1[CH:6]=[CH:5][CH:4]=[CH:3][C:2]=1[C:7]#[C:8][CH2:9][CH2:10]O.[C:12]1(=[O:22])[C:21]2[C:16](=[CH:17][CH:18]=[CH:19][CH:20]=2)[CH:15]=[N:14][NH:13]1. (5) Given the product [F:1][C:2]1[CH:3]=[C:4]([CH2:13][C:14]([N:20]2[CH2:21][CH2:22][N:17]([CH2:23][CH2:24][C:25]3[CH:34]=[CH:33][C:28]4[C:29](=[O:32])[O:30][CH2:31][C:27]=4[CH:26]=3)[CH2:18][CH2:19]2)=[O:16])[CH:5]=[CH:6][C:7]=1[N:8]1[CH:12]=[N:11][N:10]=[N:9]1, predict the reactants needed to synthesize it. The reactants are: [F:1][C:2]1[CH:3]=[C:4]([CH2:13][C:14]([OH:16])=O)[CH:5]=[CH:6][C:7]=1[N:8]1[CH:12]=[N:11][N:10]=[N:9]1.[N:17]1([CH2:23][CH2:24][C:25]2[CH:34]=[CH:33][C:28]3[C:29](=[O:32])[O:30][CH2:31][C:27]=3[CH:26]=2)[CH2:22][CH2:21][NH:20][CH2:19][CH2:18]1.C(Cl)CCl.C1C=CC2N(O)N=NC=2C=1. (6) The reactants are: [CH:1]1([N:4]2[CH2:9][CH2:8][N:7]([C:10]([C:12]3[CH:19]=[CH:18][C:15]([CH:16]=O)=[CH:14][CH:13]=3)=[O:11])[CH2:6][CH2:5]2)[CH2:3][CH2:2]1.[NH:20]1[CH2:25][CH2:24][O:23][CH2:22][CH2:21]1.[BH-](OC(C)=O)(OC(C)=O)OC(C)=O.[Na+].[OH-].[Na+]. Given the product [CH:1]1([N:4]2[CH2:9][CH2:8][N:7]([C:10]([C:12]3[CH:19]=[CH:18][C:15]([CH2:16][N:20]4[CH2:25][CH2:24][O:23][CH2:22][CH2:21]4)=[CH:14][CH:13]=3)=[O:11])[CH2:6][CH2:5]2)[CH2:3][CH2:2]1, predict the reactants needed to synthesize it. (7) Given the product [Cl:1][C:2]1[CH:10]=[CH:9][C:5]([C:6]([NH:17][C:16]2[CH:18]=[C:19]([C:21]([F:22])([F:23])[F:24])[CH:20]=[C:14]([C:13]([F:12])([F:25])[F:26])[CH:15]=2)=[O:8])=[C:4]([OH:11])[CH:3]=1, predict the reactants needed to synthesize it. The reactants are: [Cl:1][C:2]1[CH:3]=[C:4]([OH:11])[C:5](=[CH:9][CH:10]=1)[C:6]([OH:8])=O.[F:12][C:13]([F:26])([F:25])[C:14]1[CH:15]=[C:16]([CH:18]=[C:19]([C:21]([F:24])([F:23])[F:22])[CH:20]=1)[NH2:17]. (8) The reactants are: [Cl:1][C:2]1[CH:23]=[C:22]([Cl:24])[CH:21]=[CH:20][C:3]=1[CH2:4][O:5][C:6]1[CH:11]=[C:10]([O:12][CH:13]([CH3:15])[CH3:14])[CH:9]=[CH:8][C:7]=1[CH2:16][CH2:17][CH2:18][OH:19].O[C:26]1[CH:30]=[C:29]([CH2:31][CH2:32][C:33]([O:35]CC)=[O:34])[N:28]([CH2:38][CH:39]([CH3:41])[CH3:40])[N:27]=1.C(P(CCCC)CCCC)CCC.N(C(N1CCCCC1)=O)=NC(N1CCCCC1)=O.O1CCCC1CO.[OH-].[Na+].Cl. Given the product [Cl:1][C:2]1[CH:23]=[C:22]([Cl:24])[CH:21]=[CH:20][C:3]=1[CH2:4][O:5][C:6]1[CH:11]=[C:10]([O:12][CH:13]([CH3:14])[CH3:15])[CH:9]=[CH:8][C:7]=1[CH2:16][CH2:17][CH2:18][O:19][C:26]1[CH:30]=[C:29]([CH2:31][CH2:32][C:33]([OH:35])=[O:34])[N:28]([CH2:38][CH:39]([CH3:41])[CH3:40])[N:27]=1, predict the reactants needed to synthesize it. (9) Given the product [C:37]([CH2:36][CH2:35][CH2:34][CH2:33][CH2:32][O:31][C:7]1[CH:8]=[CH:9][CH:10]=[C:11]([CH2:12][CH2:13][CH2:14][CH2:15][CH2:16][CH2:17][O:18][C:19]2[CH:24]=[C:23]([OH:25])[C:22]([C:26](=[O:28])[CH3:27])=[CH:21][C:20]=2[CH2:29][CH3:30])[C:6]=1[CH2:5][CH2:4][C:3]([OH:41])=[O:2])([OH:39])=[O:38], predict the reactants needed to synthesize it. The reactants are: C[O:2][C:3](=[O:41])[CH2:4][CH2:5][C:6]1[C:11]([CH2:12][CH2:13][CH2:14][CH2:15][CH2:16][CH2:17][O:18][C:19]2[CH:24]=[C:23]([OH:25])[C:22]([C:26](=[O:28])[CH3:27])=[CH:21][C:20]=2[CH2:29][CH3:30])=[CH:10][CH:9]=[CH:8][C:7]=1[O:31][CH2:32][CH2:33][CH2:34][CH2:35][CH2:36][C:37]([O:39]C)=[O:38].O.[OH-].[Li+]. (10) Given the product [CH3:1][O:2][C:3]([C:5]1[C:6]2[CH2:7][CH2:8][N:9]([CH2:15][C:16]3[CH:17]=[CH:18][C:19]([C@@H:22]([NH:24][C:25](=[O:27])[CH3:26])[CH3:23])=[CH:20][CH:21]=3)[CH2:10][C:11]=2[CH:12]=[CH:13][CH:14]=1)=[O:4], predict the reactants needed to synthesize it. The reactants are: [CH3:1][O:2][C:3]([C:5]1[C:6]2[CH2:7][CH2:8][N:9]([CH2:15][C:16]3[CH:21]=[CH:20][C:19]([C@@H:22]([NH2:24])[CH3:23])=[CH:18][CH:17]=3)[CH2:10][C:11]=2[CH:12]=[CH:13][CH:14]=1)=[O:4].[C:25](OC(=O)C)(=[O:27])[CH3:26].